This data is from Antibody paratope prediction from SAbDab with 1,023 antibody chains. The task is: Token-level Classification. Given an antibody amino acid sequence, predict which amino acid positions are active in antigen binding. Output is a list of indices for active paratope positions. (1) The paratope positions are: [52, 53, 54, 85, 86, 87]. Given the antibody sequence: AVQLVESGGGLVQPKESLKISCAAFGVTFSNVAMYWVRQAPGKGLEWVARIRTKPNNYATYYADSVKGRFTISRDDSKSMVYLQMDNLKTEDTAMYYCTAEVATDWGQGVMVTVSS, which amino acid positions are active in antigen binding (paratope)? (2) Given the antibody sequence: QVQLQQWGPGLLKPSETLSLTCAVYGGSFGRYYWSWIRQSSGEGLEWLGQIDHTGSTTYNPSLKGRVTISIDSSTNQFSLKVTSVIAADTAVYYCARAPSGYPGVSLYQYYGLDVWGQGTTVTVSS, which amino acid positions are active in antigen binding (paratope)? The paratope positions are: [82, 83, 84, 103, 104, 105, 106, 107, 108, 109, 110, 111, 112]. (3) Given the antibody sequence: EVQLQESGPSLVKPSQTLSLTCSVTGDSVTSDVWSWIRKFPGNKLEYMGYISYSGSTYYHPSLKSRISITRDTSKNQYYLQLNSVTTEDTATYYCASWGGDVWGAGTTVTVSS, which amino acid positions are active in antigen binding (paratope)? The paratope positions are: [52, 82, 83, 84]. (4) Given the antibody sequence: QVQLQQSGPGLVKPSQTLSLTCGISGDSVSSKSAAWNWIRQSPSRGLEWLGRTYYRSKWHNDYAVSVKSRITINPDTSKNQFSLQLNSVTPEDTAVYYCARGQMGALDVWGQGTTVTVSS, which amino acid positions are active in antigen binding (paratope)? The paratope positions are: [31, 32, 54, 55, 86, 87, 88]. (5) The paratope positions are: [94, 95, 96]. Given the antibody sequence: SYELTQETGVSVALGDTVTITCEGDSLESHYASWYQKKPGQAPILLFYGDDNRPSGVPDRFSGDADGNEASLTIDGAQAEDDAEYYCSSRDKSGSRLSVFGGGTKLTVL, which amino acid positions are active in antigen binding (paratope)? (6) Given the antibody sequence: DVVMTQTPLSLPVSLGDQASISCRSSQSLVHSNGNTYLHWYLQKPGQSPNLLIYKVSNRFSGVPDRFSGSGSGTDFTLKISRVEAEDLGVYFCSQSTHVPTFGGGTKLEIK, which amino acid positions are active in antigen binding (paratope)? The paratope positions are: [30, 31, 32, 33, 34]. (7) Given the antibody sequence: VQLLEQSGPSLVKPSQTLSLTCSVTGDSITSGYWNWIRKFPGNKLEYMGYISYSGSTYYNLSLRSRISITRDTSKNQYYLQLNSVTTEDTATYYCALITTTTYAMDYWGQGTTVTVSS, which amino acid positions are active in antigen binding (paratope)? The paratope positions are: [5, 52, 82, 83, 84, 103, 104].